This data is from Full USPTO retrosynthesis dataset with 1.9M reactions from patents (1976-2016). The task is: Predict the reactants needed to synthesize the given product. (1) Given the product [F:25][C:20]1[CH:21]=[CH:22][CH:23]=[CH:24][C:19]=1[C:4]1[C:5]2[CH:18]=[CH:17][CH:16]=[CH:15][C:6]=2[N:7]([CH2:10][C:11]([F:14])([F:12])[F:13])[C:8](=[O:9])[C@@H:2]([NH:1][C:40](=[O:41])[CH:39]([CH2:38][C:37]2[CH:46]=[CH:47][C:48]([Cl:49])=[C:35]([Cl:34])[CH:36]=2)[CH2:43][CH:44]=[CH2:45])[N:3]=1, predict the reactants needed to synthesize it. The reactants are: [NH2:1][CH:2]1[C:8](=[O:9])[N:7]([CH2:10][C:11]([F:14])([F:13])[F:12])[C:6]2[CH:15]=[CH:16][CH:17]=[CH:18][C:5]=2[C:4]([C:19]2[CH:24]=[CH:23][CH:22]=[CH:21][C:20]=2[F:25])=[N:3]1.N1C(=O)C=NC=CC=1.[Cl:34][C:35]1[CH:36]=[C:37]([CH:46]=[CH:47][C:48]=1[Cl:49])[CH2:38][C@H:39]([CH2:43][CH:44]=[CH2:45])[C:40](O)=[O:41]. (2) Given the product [CH3:1][C:2]1[N:3]([CH2:12][C:13]2[CH:18]=[CH:17][C:16]([CH2:19][N:20]3[CH:24]=[C:23]([CH3:25])[CH:22]=[N:21]3)=[CH:15][CH:14]=2)[C:4]([CH3:11])=[CH:5][C:6]=1[C:7]([OH:9])=[O:8], predict the reactants needed to synthesize it. The reactants are: [CH3:1][C:2]1[N:3]([CH2:12][C:13]2[CH:18]=[CH:17][C:16]([CH2:19][N:20]3[CH:24]=[C:23]([CH3:25])[CH:22]=[N:21]3)=[CH:15][CH:14]=2)[C:4]([CH3:11])=[CH:5][C:6]=1[C:7]([O:9]C)=[O:8].[OH-].[Li+]. (3) Given the product [Cl:33][C:34]1[CH:39]=[CH:38][CH:37]=[CH:36][C:35]=1[C@H:40]([O:42][C:43](=[O:58])[NH:44][C:45]1[C:46]([CH3:57])=[N:47][O:48][C:49]=1[C:50]1[CH:55]=[CH:54][C:53]([C:20]2[CH:19]=[CH:18][C:17]([CH:15]([CH3:16])[C:14]([N:3]3[C@H:2]([CH3:1])[C@H:6]([C:7]4[CH:8]=[CH:9][CH:10]=[CH:11][CH:12]=4)[O:5][C:4]3=[O:13])=[O:32])=[CH:22][CH:21]=2)=[CH:52][CH:51]=1)[CH3:41], predict the reactants needed to synthesize it. The reactants are: [CH3:1][C@@H:2]1[C@H:6]([C:7]2[CH:12]=[CH:11][CH:10]=[CH:9][CH:8]=2)[O:5][C:4](=[O:13])[N:3]1[C:14](=[O:32])[CH:15]([C:17]1[CH:22]=[CH:21][C:20](B2OC(C)(C)C(C)(C)O2)=[CH:19][CH:18]=1)[CH3:16].[Cl:33][C:34]1[CH:39]=[CH:38][CH:37]=[CH:36][C:35]=1[C@H:40]([O:42][C:43](=[O:58])[NH:44][C:45]1[C:46]([CH3:57])=[N:47][O:48][C:49]=1[C:50]1[CH:55]=[CH:54][C:53](Br)=[CH:52][CH:51]=1)[CH3:41]. (4) Given the product [CH2:1]([O:3][C:4](=[O:29])[CH2:5][CH2:6][CH2:7][O:8][C:9]1[CH:14]=[CH:13][CH:12]=[C:11]([CH2:15][CH2:16][CH2:17][CH2:18][CH2:19][CH2:20][O:38][C:33]2[CH:32]=[C:31]([Br:30])[CH:36]=[C:35]([Br:37])[CH:34]=2)[C:10]=1[CH2:22][CH2:23][C:24]([O:26][CH2:27][CH3:28])=[O:25])[CH3:2], predict the reactants needed to synthesize it. The reactants are: [CH2:1]([O:3][C:4](=[O:29])[CH2:5][CH2:6][CH2:7][O:8][C:9]1[CH:14]=[CH:13][CH:12]=[C:11]([CH2:15][CH2:16][CH2:17][CH2:18][CH2:19][CH2:20]Br)[C:10]=1[CH2:22][CH2:23][C:24]([O:26][CH2:27][CH3:28])=[O:25])[CH3:2].[Br:30][C:31]1[CH:32]=[C:33]([OH:38])[CH:34]=[C:35]([Br:37])[CH:36]=1.C(=O)([O-])[O-].[K+].[K+].CN(C)C=O. (5) Given the product [NH2:1][C@H:2]1[CH2:7][CH2:6][CH2:5][CH2:4][C@H:3]1[NH:8][C:9]1[CH:10]=[C:11]([NH:17][C:18]2[CH:19]=[N:20][N:21]([CH3:23])[CH:22]=2)[C:12]([C:15]([NH2:16])=[O:26])=[N:13][CH:14]=1, predict the reactants needed to synthesize it. The reactants are: [NH2:1][C@H:2]1[CH2:7][CH2:6][CH2:5][CH2:4][C@H:3]1[NH:8][C:9]1[CH:10]=[C:11]([NH:17][C:18]2[CH:19]=[N:20][N:21]([CH3:23])[CH:22]=2)[C:12]([C:15]#[N:16])=[N:13][CH:14]=1.CS(C)=[O:26].[OH-].[Na+].OO. (6) Given the product [F:15][CH2:14][CH2:2][CH2:3][O:4][C:5]1[N:6]=[CH:7][C:8]([C:11]([OH:13])=[O:12])=[N:9][CH:10]=1, predict the reactants needed to synthesize it. The reactants are: F[C:2](F)([CH:14](F)[F:15])[CH2:3][O:4][C:5]1[N:6]=[CH:7][C:8]([C:11]([OH:13])=[O:12])=[N:9][CH:10]=1.FC(F)(F)CCO.ClC1N=CC(C(OC(C)(C)C)=O)=NC=1.